From a dataset of Full USPTO retrosynthesis dataset with 1.9M reactions from patents (1976-2016). Predict the reactants needed to synthesize the given product. Given the product [N:16]1[CH:17]=[CH:18][CH:19]=[C:14]([C:13]2[O:9][N:8]=[C:6]([C:5]3[CH:4]=[C:3]([CH:12]=[CH:11][CH:10]=3)[C:1]#[N:2])[N:7]=2)[CH:15]=1, predict the reactants needed to synthesize it. The reactants are: [C:1]([C:3]1[CH:4]=[C:5]([CH:10]=[CH:11][CH:12]=1)[C:6](=[N:8][OH:9])[NH2:7])#[N:2].[C:13](Cl)(=O)[C:14]1[CH:19]=[CH:18][CH:17]=[N:16][CH:15]=1.